From a dataset of Forward reaction prediction with 1.9M reactions from USPTO patents (1976-2016). Predict the product of the given reaction. (1) Given the reactants [NH2:1][C:2]1[CH:10]=[C:9]([F:11])[CH:8]=[CH:7][C:3]=1[C:4](O)=[O:5].C1C=CC2N(O)N=[N:18]C=2C=1.CCN(C(C)C)C(C)C.CCN=C=NCCCN(C)C.N.CO, predict the reaction product. The product is: [NH2:1][C:2]1[CH:10]=[C:9]([F:11])[CH:8]=[CH:7][C:3]=1[C:4]([NH2:18])=[O:5]. (2) Given the reactants [C:1]([OH:7])(=[O:6])[CH2:2][C:3]([OH:5])=[O:4].[Cl:8][C:9]1[CH:10]=[CH:11][C:12]2[CH2:18][CH2:17][NH:16][CH2:15][C@H:14]([CH3:19])[C:13]=2[CH:20]=1, predict the reaction product. The product is: [C:1]([OH:7])(=[O:6])[CH2:2][C:3]([OH:5])=[O:4].[Cl:8][C:9]1[CH:10]=[CH:11][C:12]2[CH2:18][CH2:17][NH:16][CH2:15][C@H:14]([CH3:19])[C:13]=2[CH:20]=1. (3) The product is: [Cl:1][C:2]1[N:3]=[CH:4][C:5]2[N:9]([CH2:10][CH:11]3[CH2:15][CH2:14][O:13][CH2:12]3)[C:23](=[O:24])[CH:18]3[CH2:19][O:20][CH2:21][CH2:22][N:17]3[C:6]=2[N:7]=1. Given the reactants [Cl:1][C:2]1[N:7]=[C:6](Cl)[C:5]([NH:9][CH2:10][CH:11]2[CH2:15][CH2:14][O:13][CH2:12]2)=[CH:4][N:3]=1.Cl.[NH:17]1[CH2:22][CH2:21][O:20][CH2:19][CH:18]1[C:23](O)=[O:24].CCN(C(C)C)C(C)C, predict the reaction product. (4) Given the reactants [OH:1][C:2]1[CH:12]=[CH:11][C:5]([O:6][CH2:7][C:8](O)=[O:9])=[CH:4][CH:3]=1.O1CCCC1.B, predict the reaction product. The product is: [OH:9][CH2:8][CH2:7][O:6][C:5]1[CH:11]=[CH:12][C:2]([OH:1])=[CH:3][CH:4]=1. (5) Given the reactants CS(O[CH2:6][CH2:7][CH2:8][C:9]1[C:17]2[C:12](=[CH:13][CH:14]=[CH:15][CH:16]=2)[N:11]([CH2:18][CH2:19][O:20][Si:21]([C:24]([CH3:27])([CH3:26])[CH3:25])([CH3:23])[CH3:22])[CH:10]=1)(=O)=O.[I-:28].[Na+], predict the reaction product. The product is: [Si:21]([O:20][CH2:19][CH2:18][N:11]1[C:12]2[C:17](=[CH:16][CH:15]=[CH:14][CH:13]=2)[C:9]([CH2:8][CH2:7][CH2:6][I:28])=[CH:10]1)([C:24]([CH3:27])([CH3:26])[CH3:25])([CH3:23])[CH3:22].